From a dataset of Catalyst prediction with 721,799 reactions and 888 catalyst types from USPTO. Predict which catalyst facilitates the given reaction. (1) Reactant: [CH3:1][C:2]1[N:7]=[C:6]2[S:8][C:9]3[CH2:14][CH2:13][CH2:12][CH2:11][C:10]=3[C:5]2=[C:4]([C:15]2[CH:16]=[N:17][CH:18]=[CH:19][CH:20]=2)[C:3]=1[CH2:21][C:22]([O:24][CH3:25])=[O:23].[Li+].C[Si]([N-][Si](C)(C)C)(C)C.[CH2:36]1[CH2:40]OC[CH2:37]1.ICCC. Product: [CH3:1][C:2]1[N:7]=[C:6]2[S:8][C:9]3[CH2:14][CH2:13][CH2:12][CH2:11][C:10]=3[C:5]2=[C:4]([C:15]2[CH:16]=[N:17][CH:18]=[CH:19][CH:20]=2)[C:3]=1[CH:21]([CH2:37][CH2:36][CH3:40])[C:22]([O:24][CH3:25])=[O:23]. The catalyst class is: 3. (2) Reactant: Cl.[CH2:2]([N:9]1[CH2:14][CH2:13][CH2:12][C:11](=O)[CH2:10]1)[C:3]1[CH:8]=[CH:7][CH:6]=[CH:5][CH:4]=1.[NH:16]([C:18]([O:20][C:21]([CH3:24])([CH3:23])[CH3:22])=[O:19])[NH2:17].CC(O)=O.[BH3-]C#N.[Na+]. Product: [CH2:2]([N:9]1[CH2:14][CH2:13][CH2:12][CH:11]([NH:17][NH:16][C:18]([O:20][C:21]([CH3:24])([CH3:23])[CH3:22])=[O:19])[CH2:10]1)[C:3]1[CH:8]=[CH:7][CH:6]=[CH:5][CH:4]=1. The catalyst class is: 26. (3) Reactant: C(N(CC)CC)C.[OH:8][CH:9]([C:12]1[C:13]2[N:14]([N:20]=[C:21]([C:23]([F:29])([F:28])[C:24]([F:27])([F:26])[F:25])[CH:22]=2)[C:15]([O:18][CH3:19])=[CH:16][CH:17]=1)[CH2:10][CH3:11].O. Product: [CH3:19][O:18][C:15]1[N:14]2[N:20]=[C:21]([C:23]([F:29])([F:28])[C:24]([F:25])([F:26])[F:27])[CH:22]=[C:13]2[C:12]([C:9](=[O:8])[CH2:10][CH3:11])=[CH:17][CH:16]=1. The catalyst class is: 16. (4) The catalyst class is: 2. Reactant: [C:1]1([N:7]2[C:11]3[CH:12]=[N:13][CH:14]=[CH:15][C:10]=3[C:9]3[CH:16]=[N:17][C:18]([NH:20][C:21]4[N:26]=[CH:25][C:24]([N:27]5[CH2:32][CH2:31][N:30](C(OC(C)(C)C)=O)[CH2:29][CH2:28]5)=[CH:23][CH:22]=4)=[CH:19][C:8]2=3)[CH:6]=[CH:5][CH:4]=[CH:3][CH:2]=1.FC(F)(F)C(O)=O. Product: [C:1]1([N:7]2[C:11]3[CH:12]=[N:13][CH:14]=[CH:15][C:10]=3[C:9]3[CH:16]=[N:17][C:18]([NH:20][C:21]4[CH:22]=[CH:23][C:24]([N:27]5[CH2:32][CH2:31][NH:30][CH2:29][CH2:28]5)=[CH:25][N:26]=4)=[CH:19][C:8]2=3)[CH:6]=[CH:5][CH:4]=[CH:3][CH:2]=1. (5) Reactant: C([CH:8]1[O:16][C:15]2[C:10](=[C:11]([S:17]([NH2:20])(=[O:19])=[O:18])[CH:12]=[CH:13][CH:14]=2)[O:9]1)(OC(C)(C)C)=O.[C:21](=[O:24])([O-])[O-:22].[Cs+].[Cs+].Cl[CH2:28][C:29]1[CH:33]=[C:32]([CH3:34])[O:31][N:30]=1.[I-].[K+].O1CCOC[CH2:38]1. Product: [CH3:28][C:29]1[CH:33]=[C:32]([CH3:34])[O:31][N:30]=1.[CH2:8]1[O:16][C:15]2[C:10](=[C:11]([S:17]([NH:20][C:21]([O:22][C:32]([CH3:33])([CH3:34])[CH3:38])=[O:24])(=[O:18])=[O:19])[CH:12]=[CH:13][CH:14]=2)[O:9]1. The catalyst class is: 175. (6) Reactant: [OH:1]O.[N:3]1[CH:8]=[CH:7][CH:6]=[C:5]([CH2:9][C:10]#[N:11])[CH:4]=1.O. Product: [CH:7]1[CH:8]=[N+:3]([O-:1])[CH:4]=[C:5]([CH2:9][C:10]#[N:11])[CH:6]=1. The catalyst class is: 15. (7) Reactant: ClC1C=CC2[C:6]3[N:7](C=C(I)N=3)CCOC=2N=1.Cl[C:18]1[CH:19]=[CH:20][C:21]2[C:22]3[N:23]([CH:29]=[C:30]([C:32]4[N:36]([CH:37]([CH3:39])[CH3:38])[N:35]=[CH:34][N:33]=4)[N:31]=3)[CH2:24][CH2:25][O:26][C:27]=2[N:28]=1.[Cl-].C[NH3+].C(N(CC)C(C)C)(C)C. Product: [CH:37]([N:36]1[C:32]([C:30]2[N:31]=[C:22]3[C:21]4[CH:20]=[CH:19][C:18]([NH:7][CH3:6])=[N:28][C:27]=4[O:26][CH2:25][CH2:24][N:23]3[CH:29]=2)=[N:33][CH:34]=[N:35]1)([CH3:39])[CH3:38]. The catalyst class is: 60. (8) Reactant: Cl[CH2:2][CH2:3][CH2:4][N:5]([CH2:12][CH2:13][NH:14][CH2:15][CH3:16])[C:6]1[CH:11]=[CH:10][CH:9]=[CH:8][CH:7]=1.[K+].[Br-].C([O-])([O-])=O.[Na+].[Na+]. Product: [CH2:15]([N:14]1[CH2:2][CH2:3][CH2:4][N:5]([C:6]2[CH:11]=[CH:10][CH:9]=[CH:8][CH:7]=2)[CH2:12][CH2:13]1)[CH3:16]. The catalyst class is: 3. (9) Reactant: [N:1]1([S:11]([C:14]2[CH:15]=[C:16]([N:20]3[C:29](=[O:30])[C:28]4[C:23](=[CH:24][CH:25]=[CH:26][C:27]=4[CH2:31][C:32]([O:34]CC)=[O:33])[NH:22][C:21]3=[O:37])[CH:17]=[CH:18][CH:19]=2)(=[O:13])=[O:12])[C:10]2[C:5](=[CH:6][CH:7]=[CH:8][CH:9]=2)[CH2:4][CH2:3][CH2:2]1.[OH-].[Na+]. Product: [N:1]1([S:11]([C:14]2[CH:15]=[C:16]([N:20]3[C:29](=[O:30])[C:28]4[C:23](=[CH:24][CH:25]=[CH:26][C:27]=4[CH2:31][C:32]([OH:34])=[O:33])[NH:22][C:21]3=[O:37])[CH:17]=[CH:18][CH:19]=2)(=[O:13])=[O:12])[C:10]2[C:5](=[CH:6][CH:7]=[CH:8][CH:9]=2)[CH2:4][CH2:3][CH2:2]1. The catalyst class is: 353. (10) Reactant: Cl.C(O)C.[Cl:5][C:6]1[CH:11]=[CH:10][C:9]([C:12]2[S:38][C:15]3[C:16](=[O:37])[N:17]([C:20]4[CH:21]=[N:22][C:23]([N:26]5[CH2:30][CH2:29][C@@H:28]([N:31]([CH2:33][CH:34]([F:36])[F:35])[CH3:32])[CH2:27]5)=[CH:24][CH:25]=4)[CH:18]=[CH:19][C:14]=3[CH:13]=2)=[CH:8][CH:7]=1. Product: [ClH:5].[Cl:5][C:6]1[CH:11]=[CH:10][C:9]([C:12]2[S:38][C:15]3[C:16](=[O:37])[N:17]([C:20]4[CH:21]=[N:22][C:23]([N:26]5[CH2:30][CH2:29][C@@H:28]([N:31]([CH2:33][CH:34]([F:36])[F:35])[CH3:32])[CH2:27]5)=[CH:24][CH:25]=4)[CH:18]=[CH:19][C:14]=3[CH:13]=2)=[CH:8][CH:7]=1. The catalyst class is: 363.